Dataset: Full USPTO retrosynthesis dataset with 1.9M reactions from patents (1976-2016). Task: Predict the reactants needed to synthesize the given product. Given the product [F:21][C:2]([F:1])([C:8]1[CH:13]=[CH:12][CH:11]=[C:10]([CH2:14][N:15]2[CH2:16][CH2:17][O:18][CH2:19][CH2:20]2)[CH:9]=1)[C:3]([OH:5])=[O:4], predict the reactants needed to synthesize it. The reactants are: [F:1][C:2]([F:21])([C:8]1[CH:13]=[CH:12][CH:11]=[C:10]([CH2:14][N:15]2[CH2:20][CH2:19][O:18][CH2:17][CH2:16]2)[CH:9]=1)[C:3]([O:5]CC)=[O:4].O.[OH-].[Li+].